From a dataset of Catalyst prediction with 721,799 reactions and 888 catalyst types from USPTO. Predict which catalyst facilitates the given reaction. (1) Reactant: [Br:1][C:2]1[CH:3]=[C:4]([C:7](=[O:9])[CH3:8])[NH:5][CH:6]=1.[H-].[Na+].Cl[CH2:13][C:14](=[O:16])[CH3:15]. Product: [C:7]([C:4]1[N:5]([CH2:13][C:14](=[O:16])[CH3:15])[CH:6]=[C:2]([Br:1])[CH:3]=1)(=[O:9])[CH3:8]. The catalyst class is: 3. (2) Reactant: [CH3:1][O:2][C:3]1[CH:20]=[CH:19][CH:18]=[C:17]([O:21][CH3:22])[C:4]=1[CH2:5][NH:6][C:7]([NH:9][C:10]1[CH:15]=[CH:14][C:13](I)=[CH:12][N:11]=1)=[NH:8].[Br-].[CH2:24]([Zn+])[C:25]1[CH:30]=[CH:29][CH:28]=[CH:27][CH:26]=1.C([O-])(=O)C. Product: [CH2:24]([C:13]1[CH:14]=[CH:15][C:10]([NH:9][C:7]([NH:6][CH2:5][C:4]2[C:3]([O:2][CH3:1])=[CH:20][CH:19]=[CH:18][C:17]=2[O:21][CH3:22])=[NH:8])=[N:11][CH:12]=1)[C:25]1[CH:30]=[CH:29][CH:28]=[CH:27][CH:26]=1. The catalyst class is: 45. (3) Reactant: C1CCC(N=C=NC2CCCCC2)CC1.C(N(CC)CC)C.[NH:23]([C:32]([O:34][C:35]([CH3:38])([CH3:37])[CH3:36])=[O:33])[C@H:24]([C:29]([OH:31])=O)[C@H:25]([CH2:27][CH3:28])[CH3:26].O.[NH:40]1[CH2:54][CH2:53][CH2:52][C@@H:41]1[C:42]([O:44][CH2:45][C:46]1[CH:51]=[CH:50][CH:49]=[CH:48][CH:47]=1)=[O:43].Cl.C1C=CC2N(O)N=NC=2C=1. Product: [NH:23]([C:32]([O:34][C:35]([CH3:38])([CH3:37])[CH3:36])=[O:33])[C@H:24]([C:29]([N:40]1[CH2:54][CH2:53][CH2:52][C@H:41]1[C:42]([O:44][CH2:45][C:46]1[CH:47]=[CH:48][CH:49]=[CH:50][CH:51]=1)=[O:43])=[O:31])[C@H:25]([CH2:27][CH3:28])[CH3:26]. The catalyst class is: 3.